Dataset: Full USPTO retrosynthesis dataset with 1.9M reactions from patents (1976-2016). Task: Predict the reactants needed to synthesize the given product. (1) Given the product [CH3:13][O:12][C:11]1[CH:10]=[C:9]([CH3:14])[C:8]2[NH:7][C:6](=[O:15])[C:5]3[S:16][CH:17]=[CH:18][C:4]=3[C:3]=2[C:2]=1[C:27]1[CH:28]=[CH:29][C:30]([CH:33]([CH2:43][CH3:44])[CH2:34][NH:35][C:36](=[O:42])[O:37][C:38]([CH3:39])([CH3:40])[CH3:41])=[CH:31][CH:32]=1, predict the reactants needed to synthesize it. The reactants are: Br[C:2]1[C:3]2[C:4]3[CH:18]=[CH:17][S:16][C:5]=3[C:6](=[O:15])[NH:7][C:8]=2[C:9]([CH3:14])=[CH:10][C:11]=1[O:12][CH3:13].CC1(C)C(C)(C)OB([C:27]2[CH:32]=[CH:31][C:30]([CH:33]([CH2:43][CH3:44])[CH2:34][NH:35][C:36](=[O:42])[O:37][C:38]([CH3:41])([CH3:40])[CH3:39])=[CH:29][CH:28]=2)O1. (2) Given the product [F:1][C:2]1[C:15]([NH:16][CH2:17][C:18]2[CH:23]=[C:22]([OH:24])[CH:21]=[C:20]([C:26]3[CH:31]=[CH:30][CH:29]=[C:28]([F:32])[CH:27]=3)[CH:19]=2)=[C:14]([F:33])[CH:13]=[CH:12][C:3]=1[O:4][CH2:5][C:6]([O:8][CH:9]([CH3:10])[CH3:11])=[O:7], predict the reactants needed to synthesize it. The reactants are: [F:1][C:2]1[C:15]([NH:16][CH2:17][C:18]2[CH:23]=[C:22]([O:24]C)[CH:21]=[C:20]([C:26]3[CH:31]=[CH:30][CH:29]=[C:28]([F:32])[CH:27]=3)[CH:19]=2)=[C:14]([F:33])[CH:13]=[CH:12][C:3]=1[O:4][CH2:5][C:6]([O:8][CH:9]([CH3:11])[CH3:10])=[O:7].[Al+3].[Cl-].[Cl-].[Cl-].C(S)C.C([O-])(O)=O.[Na+]. (3) Given the product [CH2:19]([CH:8]1[CH2:7][CH2:6][C:5]2[C:10](=[CH:11][CH:12]=[C:3]([O:2][CH3:1])[CH:4]=2)[C:9]1=[O:13])[CH3:20], predict the reactants needed to synthesize it. The reactants are: [CH3:1][O:2][C:3]1[CH:4]=[C:5]2[C:10](=[CH:11][CH:12]=1)[C:9](=[O:13])[CH2:8][CH2:7][CH2:6]2.N#N.[H-].[Na+].I[CH2:19][CH3:20]. (4) Given the product [ClH:19].[NH2:7][C@H:8]([CH:13]1[CH2:15][CH2:14]1)[C:9]([CH3:11])([OH:12])[CH3:10], predict the reactants needed to synthesize it. The reactants are: C(OC(=O)[NH:7][C@H:8]([CH:13]1[CH2:15][CH2:14]1)[C:9]([OH:12])([CH3:11])[CH3:10])(C)(C)C.CO.[ClH:19]. (5) Given the product [C:37]([O:36][C:35]([NH:34][C:24]1[CH:25]=[CH:26][C:27]([C:29]2[S:30][CH:31]=[CH:32][CH:33]=2)=[CH:28][C:23]=1[NH:22][C:20]([C:19]1[CH:42]=[CH:43][C:16]([CH2:15][CH:3]([P:4](=[O:11])([O:8][CH2:9][CH3:10])[O:5][CH2:6][CH3:7])[C:1]#[N:2])=[CH:17][CH:18]=1)=[O:21])=[O:41])([CH3:40])([CH3:39])[CH3:38], predict the reactants needed to synthesize it. The reactants are: [C:1]([CH2:3][P:4](=[O:11])([O:8][CH2:9][CH3:10])[O:5][CH2:6][CH3:7])#[N:2].[H-].[Na+].Br[CH2:15][C:16]1[CH:43]=[CH:42][C:19]([C:20]([NH:22][C:23]2[CH:28]=[C:27]([C:29]3[S:30][CH:31]=[CH:32][CH:33]=3)[CH:26]=[CH:25][C:24]=2[NH:34][C:35](=[O:41])[O:36][C:37]([CH3:40])([CH3:39])[CH3:38])=[O:21])=[CH:18][CH:17]=1. (6) The reactants are: CCCCO[C@H:6]([CH2:9]O)CC.[C:11]([O-:24])(=[O:23])[CH2:12][CH2:13]CCCCCCCCC.[C:25]([O-:38])(=[O:37])CCCCCCCCCCC.C([Sn+2]CCCC)CCC.O=C=[N:50]C1CC(C)(C)CC(C)(CN=C=O)C1. Given the product [C:11]([OH:24])(=[O:23])[CH:12]=[CH2:13].[NH2:50][C:25]([O:38][CH2:6][CH3:9])=[O:37], predict the reactants needed to synthesize it. (7) Given the product [F:1][C:2]1[CH:3]=[CH:4][C:5]([C:8]2[O:12][N:11]=[CH:10][C:9]=2[CH2:13][OH:14])=[CH:6][CH:7]=1, predict the reactants needed to synthesize it. The reactants are: [F:1][C:2]1[CH:7]=[CH:6][C:5]([C:8]2[O:12][N:11]=[CH:10][C:9]=2[C:13](OC)=[O:14])=[CH:4][CH:3]=1.[H-].C([Al+]CC(C)C)C(C)C.Cl.